Dataset: NCI-60 drug combinations with 297,098 pairs across 59 cell lines. Task: Regression. Given two drug SMILES strings and cell line genomic features, predict the synergy score measuring deviation from expected non-interaction effect. (1) Drug 1: C1=CC(=CC=C1C#N)C(C2=CC=C(C=C2)C#N)N3C=NC=N3. Synergy scores: CSS=-5.31, Synergy_ZIP=3.03, Synergy_Bliss=0.430, Synergy_Loewe=-5.30, Synergy_HSA=-5.11. Drug 2: CC1=CC=C(C=C1)C2=CC(=NN2C3=CC=C(C=C3)S(=O)(=O)N)C(F)(F)F. Cell line: NCI-H460. (2) Drug 1: CN(C)C1=NC(=NC(=N1)N(C)C)N(C)C. Drug 2: CC1=C(C=C(C=C1)C(=O)NC2=CC(=CC(=C2)C(F)(F)F)N3C=C(N=C3)C)NC4=NC=CC(=N4)C5=CN=CC=C5. Cell line: DU-145. Synergy scores: CSS=-6.18, Synergy_ZIP=5.51, Synergy_Bliss=4.68, Synergy_Loewe=-3.28, Synergy_HSA=-2.29. (3) Synergy scores: CSS=-0.491, Synergy_ZIP=2.76, Synergy_Bliss=-4.27, Synergy_Loewe=-11.6, Synergy_HSA=-12.9. Drug 1: C1CCC(C1)C(CC#N)N2C=C(C=N2)C3=C4C=CNC4=NC=N3. Drug 2: CN(C(=O)NC(C=O)C(C(C(CO)O)O)O)N=O. Cell line: COLO 205. (4) Drug 1: CCCCC(=O)OCC(=O)C1(CC(C2=C(C1)C(=C3C(=C2O)C(=O)C4=C(C3=O)C=CC=C4OC)O)OC5CC(C(C(O5)C)O)NC(=O)C(F)(F)F)O. Drug 2: CC1C(C(CC(O1)OC2CC(CC3=C2C(=C4C(=C3O)C(=O)C5=C(C4=O)C(=CC=C5)OC)O)(C(=O)CO)O)N)O.Cl. Cell line: SW-620. Synergy scores: CSS=41.2, Synergy_ZIP=0.588, Synergy_Bliss=0.788, Synergy_Loewe=-3.59, Synergy_HSA=2.41.